From a dataset of Drug-target binding data from BindingDB using IC50 measurements. Regression. Given a target protein amino acid sequence and a drug SMILES string, predict the binding affinity score between them. We predict pIC50 (pIC50 = -log10(IC50 in M); higher means more potent). Dataset: bindingdb_ic50. (1) The small molecule is CCNc1nc2c(F)cc(-c3c(C)noc3C)c3c2n1C(c1cccnc1)CO3. The target protein sequence is ETSNPNKPKRQTNQLQYLLRVVLKTLWKHQFAWPFQQPVDAVKLNLPDYYKIIKTPMDMGTIKKRLENNYYWNAQECIQDFNTMFTNCYIYNKPGDDIVLMAEALEKLFLQKINELPTEETE. The pIC50 is 7.0. (2) The compound is CSCC[C@H](NC(=O)[C@H](Cc1c[nH]c2ccccc12)NC(=O)CCNC(=O)[C@H](Cc1ccc(S(=O)(=O)O)cc1)NC(=O)O)C(=O)N[C@@H](CC(=O)O)C(=O)N[C@@H](Cc1ccccc1)C(N)=O. The target protein (P30551) has sequence MSHSPARQHLVESSRMDVVDSLLMNGSNITPPCELGLENETLFCLDQPQPSKEWQSALQILLYSIIFLLSVLGNTLVITVLIRNKRMRTVTNIFLLSLAVSDLMLCLFCMPFNLIPNLLKDFIFGSAVCKTTTYFMGTSVSVSTFNLVAISLERYGAICRPLQSRVWQTKSHALKVIAATWCLSFTIMTPYPIYSNLVPFTKNNNQTANMCRFLLPSDAMQQSWQTFLLLILFLLPGIVMVVAYGLISLELYQGIKFDASQKKSAKEKKPSTGSSTRYEDSDGCYLQKSRPPRKLELQQLSSGSGGSRLNRIRSSSSAANLIAKKRVIRMLIVIVVLFFLCWMPIFSANAWRAYDTVSAEKHLSGTPISFILLLSYTSSCVNPIIYCFMNKRFRLGFMATFPCCPNPGPPGVRGEVGEEEDGRTIRALLSRYSYSHMSTSAPPP. The pIC50 is 5.0. (3) The small molecule is Fc1ccc(-c2[nH]c(-c3ccc(Br)cc3)cc2-c2ccncc2)cc1. The target protein (P70618) has sequence MSQERPTFYRQELNKTVWEVPERYQNLSPVGSGAYGSVCAAFDTKTGHRVAVKKLSRPFQSIIHAKRTYRELRLLKHMKHENVIGLLDVFTPARSLEEFNDVYLVTHLMGADLNNIVKCQKLTDDHVQFLIYQILRGLKYIHSADIIHRDLKPSNLAVNEDCELKILDFGLARHTDDEMTGYVATRWYRAPEIMLNWMHYNQTVDIWSVGCIMAELLTGRTLFPGTDHIDQLKLILRLVGTPGAELLKKISSESARNYIQSLAQMPKMNFANVFIGANPLAVDLLEKMLVLDSDKRITAAQALAHAYFAQYHDPDDEPVAEPYDQSFESRDFLIDEWKSLTYDEVISFVPPPLDQEEMES. The pIC50 is 7.0. (4) The compound is C[C@@H]1COCCN1c1nc(-c2ncncc2F)cc(=O)n1C. The target protein (P29172) has sequence MAEPRQEFDVMEDHAQGDYTLQDQEGDMDPGLKESPLQTPADDGSEEPGSETSDAKSTPTAEDATAPLVDEGAPGEQAAAQAPAEIPEGTAAEEAGIGDTSNLEDQAAGHVTQARMVSKGKDGTGPDDKKTKGADGKPGTKIATPRGAAPPGQKGQANATRIPAKTTPTPKTSPATMQVQKKPPPAGAKSERGESGKSGDRSGYSSPGSPGTPGSRSRTPSLPTPPTREPKKVAVVRTPPKSPSAAKSRLQAAPGPMPDLKNVKSKIGSTENLKHQPGGGKVQIINKKLDLSNVQSKCGSKDNIKHVPGGGSVQIVYKPVDLSKVTSKCGSLGNIHHKPGGGQVEVKSEKLDFKDRVQSKIGSLDNITHVPGGGNKKIETHKLTFRENAKAKTDHGAEIVYKSPVVSGDTSPRHLSNVSSTGSIDMVDSPQLATLADEVSASLAKQGL. The pIC50 is 7.7.